This data is from Full USPTO retrosynthesis dataset with 1.9M reactions from patents (1976-2016). The task is: Predict the reactants needed to synthesize the given product. (1) The reactants are: C[C:2]1[C:10]2[C:9]([NH2:11])=[N:8][C:7](S(C)(=O)=O)=[N:6][C:5]=2S[C:3]=1[CH3:16].[NH2:17][NH2:18].[CH2:19](O)C. Given the product [NH:17]([C:7]1[N:8]=[C:9]([NH2:11])[C:10]2[C:5](=[CH:19][CH:16]=[CH:3][CH:2]=2)[N:6]=1)[NH2:18], predict the reactants needed to synthesize it. (2) The reactants are: [CH3:1][NH:2][CH2:3][CH2:4][CH:5]([C:16]1[CH:21]=[CH:20][CH:19]=[CH:18][CH:17]=1)[O:6][C:7]1[CH:12]=[CH:11][C:10]([CH2:13][CH2:14][OH:15])=[CH:9][CH:8]=1.[ClH:22].CCOC(C)=O. Given the product [ClH:22].[CH3:1][NH:2][CH2:3][CH2:4][CH:5]([C:16]1[CH:17]=[CH:18][CH:19]=[CH:20][CH:21]=1)[O:6][C:7]1[CH:12]=[CH:11][C:10]([CH2:13][CH2:14][OH:15])=[CH:9][CH:8]=1, predict the reactants needed to synthesize it. (3) Given the product [CH3:1][O:2][C:3]([C:5]1[S:6][C:7]([C:11](=[O:15])[CH:12]([CH3:13])[CH3:14])=[CH:8][C:9]=1[N:10]=[CH:18][N:21]([CH3:23])[CH3:22])=[O:4], predict the reactants needed to synthesize it. The reactants are: [CH3:1][O:2][C:3]([C:5]1[S:6][C:7]([C:11](=[O:15])[CH:12]([CH3:14])[CH3:13])=[CH:8][C:9]=1[NH2:10])=[O:4].CO[CH:18]([N:21]([CH3:23])[CH3:22])OC. (4) Given the product [OH:9][CH2:6][CH2:5][CH2:4][CH2:3][CH2:2][C:1]([OH:7])=[O:8], predict the reactants needed to synthesize it. The reactants are: [C:1]1(=[O:8])[O:7][CH2:6][CH2:5][CH2:4][CH2:3][CH2:2]1.[OH-:9].[K+].CO.Cl. (5) The reactants are: I[Si](C)(C)C.[Br:6][C:7]1[CH:8]=[C:9]2[C:14]([NH:15][C@H:16]3[C@@H:20]([CH3:21])[CH2:19][N:18](C(OCC4C=CC=CC=4)=O)[CH2:17]3)=[C:13]([C:32](=[O:34])[NH2:33])[CH:12]=[N:11][N:10]2[CH:35]=1.BrC1C=C2C(Cl)=C(C(N)=O)C=NN2C=1.N[C@H]1[C@@H](C)CN(C(OCC2C=CC=CC=2)=O)C1. Given the product [Br:6][C:7]1[CH:8]=[C:9]2[C:14]([NH:15][C@H:16]3[C@@H:20]([CH3:21])[CH2:19][NH:18][CH2:17]3)=[C:13]([C:32]([NH2:33])=[O:34])[CH:12]=[N:11][N:10]2[CH:35]=1, predict the reactants needed to synthesize it.